Predict which catalyst facilitates the given reaction. From a dataset of Catalyst prediction with 721,799 reactions and 888 catalyst types from USPTO. (1) Reactant: CC(C[AlH]CC(C)C)C.CON(C)[C:13]([C:15]1[C:16]([NH:26][C:27]2[CH:32]=[CH:31][C:30]([Br:33])=[CH:29][C:28]=2[F:34])=[C:17]([F:25])[C:18](=[O:24])[N:19]2[C:23]=1[CH2:22][CH2:21][CH2:20]2)=[O:14]. Product: [Br:33][C:30]1[CH:31]=[CH:32][C:27]([NH:26][C:16]2[C:15]([CH:13]=[O:14])=[C:23]3[N:19]([CH2:20][CH2:21][CH2:22]3)[C:18](=[O:24])[C:17]=2[F:25])=[C:28]([F:34])[CH:29]=1. The catalyst class is: 1. (2) Reactant: [CH2:1]([O-:4])[CH2:2][CH3:3].[Na+].[Na].C(O)CC.Br[C:12]1[CH:17]=[CH:16][CH:15]=[C:14]([Br:18])[N:13]=1. Product: [Br:18][C:14]1[CH:15]=[CH:16][CH:17]=[C:12]([O:4][CH2:1][CH2:2][CH3:3])[N:13]=1. The catalyst class is: 25. (3) Reactant: Cl[C:2]1[C:11]2[C:6](=[CH:7][CH:8]=[CH:9][CH:10]=2)[N:5]=[CH:4][C:3]=1[N+:12]([O-:14])=[O:13].[CH2:15]([O:17][CH:18]([O:21][CH2:22][CH3:23])[CH2:19][NH2:20])[CH3:16].C(N(CC)CC)C. Product: [CH2:15]([O:17][CH:18]([O:21][CH2:22][CH3:23])[CH2:19][NH:20][C:2]1[C:11]2[C:6](=[CH:7][CH:8]=[CH:9][CH:10]=2)[N:5]=[CH:4][C:3]=1[N+:12]([O-:14])=[O:13])[CH3:16]. The catalyst class is: 4. (4) Reactant: [CH3:1][O:2][C:3]1[C:4](=[O:25])[C:5]([CH3:24])=[C:6]([CH:12]([C:18]2[CH:23]=[CH:22][CH:21]=[CH:20][CH:19]=2)[CH2:13][CH2:14][C:15]([OH:17])=[O:16])[C:7](=[O:11])[C:8]=1[O:9][CH3:10].[N+:26]([O-:34])([O:28][CH2:29][CH2:30][CH2:31][CH2:32]O)=[O:27].C(N=C=NCCCN(C)C)C. Product: [CH3:1][O:2][C:3]1[C:4](=[O:25])[C:5]([CH3:24])=[C:6]([CH:12]([C:18]2[CH:23]=[CH:22][CH:21]=[CH:20][CH:19]=2)[CH2:13][CH2:14][C:15]([O:17][CH2:32][CH2:31][CH2:30][CH2:29][O:28][N+:26]([O-:34])=[O:27])=[O:16])[C:7](=[O:11])[C:8]=1[O:9][CH3:10]. The catalyst class is: 64. (5) Reactant: C([N:9]=[C:10]=[S:11])(=O)C1C=CC=CC=1.[F:12][C:13]1[CH:19]=[CH:18][C:17]([O:20][CH3:21])=[CH:16][C:14]=1[NH2:15].[OH-].[Na+].Cl. Product: [F:12][C:13]1[CH:19]=[CH:18][C:17]([O:20][CH3:21])=[CH:16][C:14]=1[NH:15][C:10]([NH2:9])=[S:11]. The catalyst class is: 95. (6) Reactant: [Br:1]N1C(=O)CCC1=O.C(OOC(=O)C1C=CC=CC=1)(=O)C1C=CC=CC=1.[C:27]1([CH3:36])[CH:32]=[CH:31][C:30]([N:33]=[C:34]=[S:35])=[CH:29][CH:28]=1. Product: [Br:1][CH2:36][C:27]1[CH:32]=[CH:31][C:30]([N:33]=[C:34]=[S:35])=[CH:29][CH:28]=1. The catalyst class is: 53. (7) Product: [Br:18][CH2:2][C:3]1[CH:16]=[CH:15][C:6]([CH2:7][N:8]2[CH:13]=[CH:12][CH:11]=[CH:10][C:9]2=[O:14])=[CH:5][CH:4]=1. Reactant: O[CH2:2][C:3]1[CH:16]=[CH:15][C:6]([CH2:7][N:8]2[CH:13]=[CH:12][CH:11]=[CH:10][C:9]2=[O:14])=[CH:5][CH:4]=1.P(Br)(Br)[Br:18]. The catalyst class is: 526. (8) Reactant: [NH2:1][C:2]1[C:11]([F:12])=[C:10](F)[C:9]([O:14][CH3:15])=[C:8]2[C:3]=1[C:4](=[O:26])[C:5]([C:23]([OH:25])=[O:24])=[CH:6][N:7]2[CH2:16][C:17]1[CH:22]=[CH:21][CH:20]=[CH:19][CH:18]=1.[N:27]1[CH:32]=[CH:31][CH:30]=[CH:29][C:28]=1[NH:33][CH2:34][CH2:35][NH2:36].C(N(CC)CC)C. Product: [NH2:1][C:2]1[C:11]([F:12])=[C:10]([NH:36][CH2:35][CH2:34][NH:33][C:28]2[CH:29]=[CH:30][CH:31]=[CH:32][N:27]=2)[C:9]([O:14][CH3:15])=[C:8]2[C:3]=1[C:4](=[O:26])[C:5]([C:23]([OH:25])=[O:24])=[CH:6][N:7]2[CH2:16][C:17]1[CH:22]=[CH:21][CH:20]=[CH:19][CH:18]=1. The catalyst class is: 16. (9) Reactant: [CH3:1][N:2]1[C:10]2[C:5](=[CH:6][C:7](N)=[CH:8][CH:9]=2)[CH:4]=[N:3]1.S(=O)(=O)(O)O.N([O-])=O.[Na+].[I-:21].[Na+].[OH-].[Na+]. Product: [I:21][C:7]1[CH:6]=[C:5]2[C:10](=[CH:9][CH:8]=1)[N:2]([CH3:1])[N:3]=[CH:4]2. The catalyst class is: 6.